This data is from Full USPTO retrosynthesis dataset with 1.9M reactions from patents (1976-2016). The task is: Predict the reactants needed to synthesize the given product. (1) Given the product [Cl:1][C:2]1[CH:7]=[C:6]([C:8]2[S:23][C:11]3[N:12]=[CH:13][N:14]=[C:15]([C:16]4[CH:17]=[C:18]([NH:22][C:35](=[O:36])[C:34]5[CH:38]=[CH:39][CH:40]=[C:32]([C:31]([F:30])([F:41])[F:42])[CH:33]=5)[CH:19]=[CH:20][CH:21]=4)[C:10]=3[CH:9]=2)[CH:5]=[CH:4][N:3]=1, predict the reactants needed to synthesize it. The reactants are: [Cl:1][C:2]1[CH:7]=[C:6]([C:8]2[S:23][C:11]3[N:12]=[CH:13][N:14]=[C:15]([C:16]4[CH:17]=[C:18]([NH2:22])[CH:19]=[CH:20][CH:21]=4)[C:10]=3[CH:9]=2)[CH:5]=[CH:4][N:3]=1.N1C=CC=CC=1.[F:30][C:31]([F:42])([F:41])[C:32]1[CH:33]=[C:34]([CH:38]=[CH:39][CH:40]=1)[C:35](Cl)=[O:36]. (2) Given the product [Cl-:9].[Zn+2:2].[Cl-:9].[C:13](=[O:14])([O-:16])[O-:15].[Na+:17].[Na+:17].[Sc:10].[Zn:2], predict the reactants needed to synthesize it. The reactants are: [O-2].[Zn+2:2].O.O.O.O.O.O.[Cl-:9].[Sc+3:10].[Cl-].[Cl-].[C:13](=[O:16])([O-:15])[O-:14].[Na+:17].[Na+]. (3) Given the product [Cl:16][C:17]1[N:21]([CH2:2][C:3]2[C:12]3[C:7](=[C:8]([F:14])[C:9]([F:13])=[CH:10][CH:11]=3)[NH:6][C:5](=[O:15])[CH:4]=2)[C:20]2[CH:22]=[CH:23][CH:24]=[CH:25][C:19]=2[N:18]=1, predict the reactants needed to synthesize it. The reactants are: Br[CH2:2][C:3]1[C:12]2[C:7](=[C:8]([F:14])[C:9]([F:13])=[CH:10][CH:11]=2)[NH:6][C:5](=[O:15])[CH:4]=1.[Cl:16][C:17]1[NH:21][C:20]2[CH:22]=[CH:23][CH:24]=[CH:25][C:19]=2[N:18]=1. (4) Given the product [Cl:34][C:16]1[CH:15]=[C:14]([CH:12]([NH:11][C:2]2[N:10]=[CH:9][N:8]=[C:7]3[C:3]=2[N:4]=[CH:5][NH:6]3)[CH3:13])[C:19]([C:20]2[CH:25]=[CH:24][CH:23]=[C:22]([F:26])[CH:21]=2)=[C:18]([N:27]2[CH2:31][CH2:30][O:29][C:28]2=[O:32])[C:17]=1[CH3:33], predict the reactants needed to synthesize it. The reactants are: Br[C:2]1[N:10]=[CH:9][N:8]=[C:7]2[C:3]=1[N:4]=[CH:5][NH:6]2.[NH2:11][CH:12]([C:14]1[C:19]([C:20]2[CH:25]=[CH:24][CH:23]=[C:22]([F:26])[CH:21]=2)=[C:18]([N:27]2[CH2:31][CH2:30][O:29][C:28]2=[O:32])[C:17]([CH3:33])=[C:16]([Cl:34])[CH:15]=1)[CH3:13].C(N(CC)C(C)C)(C)C. (5) Given the product [NH2:8][CH2:7][C:6]1[CH:16]=[CH:17][C:3]([CH2:1][NH:27][C:26]2[CH:28]=[CH:29][C:23]([S:20]([CH3:19])(=[O:21])=[O:22])=[CH:24][CH:25]=2)=[CH:4][CH:5]=1, predict the reactants needed to synthesize it. The reactants are: [CH:1]([C:3]1[CH:17]=[CH:16][C:6]([CH2:7][NH:8]C(=O)OC(C)(C)C)=[CH:5][CH:4]=1)=O.Cl.[CH3:19][S:20]([C:23]1[CH:29]=[CH:28][C:26]([NH2:27])=[CH:25][CH:24]=1)(=[O:22])=[O:21].C([BH3-])#N.[Na+].C(=O)(O)[O-].[Na+].